Dataset: Full USPTO retrosynthesis dataset with 1.9M reactions from patents (1976-2016). Task: Predict the reactants needed to synthesize the given product. (1) Given the product [CH2:3]([O:5][C:6]([C:8]1[CH2:9][CH2:10][O:11][CH2:12][C:13]=1[O:14][S:17]([C:16]([F:29])([F:28])[F:15])(=[O:19])=[O:18])=[O:7])[CH3:4], predict the reactants needed to synthesize it. The reactants are: [H-].[Na+].[CH2:3]([O:5][C:6]([C:8]1[CH2:9][CH2:10][O:11][CH2:12][C:13]=1[OH:14])=[O:7])[CH3:4].[F:15][C:16]([F:29])([F:28])[S:17](O[S:17]([C:16]([F:29])([F:28])[F:15])(=[O:19])=[O:18])(=[O:19])=[O:18]. (2) Given the product [Cl:34][C:21]1[CH:20]=[C:19]([C:15]2[C:16]3[C:11](=[CH:10][C:9]([S:8]([O:57][C:48]4[C:47]([F:46])=[C:52]([F:53])[C:51]([F:54])=[C:50]([F:55])[C:49]=4[F:56])(=[O:43])=[O:65])=[CH:18][CH:17]=3)[CH:12]=[N:13][N:14]=2)[C:24]([O:25][CH3:26])=[CH:23][C:22]=1[C:27]1[CH:32]=[CH:31][CH:30]=[C:29]([F:33])[CH:28]=1, predict the reactants needed to synthesize it. The reactants are: C([S:8][C:9]1[CH:10]=[C:11]2[C:16](=[CH:17][CH:18]=1)[C:15]([C:19]1[C:24]([O:25][CH3:26])=[CH:23][C:22]([C:27]3[CH:32]=[CH:31][CH:30]=[C:29]([F:33])[CH:28]=3)=[C:21]([Cl:34])[CH:20]=1)=[N:14][N:13]=[CH:12]2)C1C=CC=CC=1.ClN1C(C)(C)C(=[O:43])N(Cl)C1=O.[F:46][C:47]1[C:52]([F:53])=[C:51]([F:54])[C:50]([F:55])=[C:49]([F:56])[C:48]=1[OH:57].C(N(CC)CC)C.[OH2:65]. (3) Given the product [CH:24]1([N:23]([CH2:22][CH:21]([O:31][CH3:32])[O:20][CH3:19])[C:47](=[O:48])[CH2:46][CH2:45][O:44][CH2:43][CH2:42][C:41]2[CH:50]=[CH:51][CH:52]=[C:39]([C:37]3[N:36]=[N:35][N:34]([CH3:33])[CH:38]=3)[CH:40]=2)[CH2:30][CH2:29][CH2:28][CH2:27][CH2:26][CH2:25]1, predict the reactants needed to synthesize it. The reactants are: C(P1(=O)OP(CCC)(=O)OP(CCC)(=O)O1)CC.[CH3:19][O:20][CH:21]([O:31][CH3:32])[CH2:22][NH:23][CH:24]1[CH2:30][CH2:29][CH2:28][CH2:27][CH2:26][CH2:25]1.[CH3:33][N:34]1[CH:38]=[C:37]([C:39]2[CH:40]=[C:41]([CH:50]=[CH:51][CH:52]=2)[CH2:42][CH2:43][O:44][CH2:45][CH2:46][C:47](O)=[O:48])[N:36]=[N:35]1.C(N(CC)CC)C. (4) Given the product [Cl:24][C:9]1[N:10]=[CH:2][C:3]([C:4]([N:18]2[CH2:23][CH2:22][O:21][CH2:20][CH2:19]2)=[O:5])=[CH:7][CH:8]=1, predict the reactants needed to synthesize it. The reactants are: Cl[C:2]1[N:10]=[CH:9][CH:8]=[CH:7][C:3]=1[C:4](Cl)=[O:5].C(N(CC)CC)C.[NH:18]1[CH2:23][CH2:22][O:21][CH2:20][CH2:19]1.[Cl:24]CCl. (5) Given the product [NH2:27][C:28]1[S:29][C:30]([C:34]([NH:13][C:10]2[N:9]3[CH2:14][CH2:15][N:16]=[C:8]3[C:7]3[CH:6]=[CH:5][C:4]([O:17][CH2:18][CH2:19][CH2:20][N:21]4[CH2:22][CH2:23][O:24][CH2:25][CH2:26]4)=[C:3]([O:2][CH3:1])[C:12]=3[N:11]=2)=[O:35])=[C:31]([CH3:33])[N:32]=1, predict the reactants needed to synthesize it. The reactants are: [CH3:1][O:2][C:3]1[C:12]2[N:11]=[C:10]([NH2:13])[N:9]3[CH2:14][CH2:15][N:16]=[C:8]3[C:7]=2[CH:6]=[CH:5][C:4]=1[O:17][CH2:18][CH2:19][CH2:20][N:21]1[CH2:26][CH2:25][O:24][CH2:23][CH2:22]1.[NH2:27][C:28]1[S:29][C:30]([C:34](O)=[O:35])=[C:31]([CH3:33])[N:32]=1.C1CN([P+](ON2N=NC3C=CC=CC2=3)(N2CCCC2)N2CCCC2)CC1.F[P-](F)(F)(F)(F)F.C(N(C(C)C)CC)(C)C. (6) Given the product [Cl:9][C:10]1[CH:15]=[CH:14][C:13]([C:2]2[C:7]([F:8])=[CH:6][CH:5]=[CH:4][N:3]=2)=[CH:12][CH:11]=1, predict the reactants needed to synthesize it. The reactants are: Cl[C:2]1[C:7]([F:8])=[CH:6][CH:5]=[CH:4][N:3]=1.[Cl:9][C:10]1[CH:15]=[CH:14][C:13](B(O)O)=[CH:12][CH:11]=1.C(=O)([O-])[O-].[Na+].[Na+].C1(C)C=CC=CC=1. (7) The reactants are: [NH:1]1[CH2:6][CH2:5][CH:4]([CH2:7][CH2:8][OH:9])[CH2:3][CH2:2]1.C(N(CC)C(C)C)(C)C.[C:19]([Si:23]([CH3:26])([CH3:25])[Cl:24])([CH3:22])([CH3:21])[CH3:20]. Given the product [ClH:24].[C:19]([Si:23]([CH3:26])([CH3:25])[O:9][CH2:8][CH2:7][CH:4]1[CH2:5][CH2:6][NH:1][CH2:2][CH2:3]1)([CH3:22])([CH3:21])[CH3:20], predict the reactants needed to synthesize it.